From a dataset of Catalyst prediction with 721,799 reactions and 888 catalyst types from USPTO. Predict which catalyst facilitates the given reaction. (1) Product: [CH2:15]([N:20]([CH2:2][C:3]([NH:5][C:6]1[C:11]([CH3:12])=[CH:10][C:9]([CH3:13])=[CH:8][C:7]=1[CH3:14])=[O:4])[CH2:21][C:22]1[CH:23]=[CH:24][C:25]([C:28]2[CH:33]=[CH:32][CH:31]=[CH:30][C:29]=2[C:34]2[N:38]([C:39]([C:40]3[CH:41]=[CH:42][CH:43]=[CH:44][CH:45]=3)([C:52]3[CH:53]=[CH:54][CH:55]=[CH:56][CH:57]=3)[C:46]3[CH:47]=[CH:48][CH:49]=[CH:50][CH:51]=3)[N:37]=[N:36][N:35]=2)=[CH:26][CH:27]=1)[CH2:16][CH2:17][CH2:18][CH3:19]. The catalyst class is: 42. Reactant: Cl[CH2:2][C:3]([NH:5][C:6]1[C:11]([CH3:12])=[CH:10][C:9]([CH3:13])=[CH:8][C:7]=1[CH3:14])=[O:4].[CH2:15]([NH:20][CH2:21][C:22]1[CH:27]=[CH:26][C:25]([C:28]2[CH:33]=[CH:32][CH:31]=[CH:30][C:29]=2[C:34]2[N:38]([C:39]([C:52]3[CH:57]=[CH:56][CH:55]=[CH:54][CH:53]=3)([C:46]3[CH:51]=[CH:50][CH:49]=[CH:48][CH:47]=3)[C:40]3[CH:45]=[CH:44][CH:43]=[CH:42][CH:41]=3)[N:37]=[N:36][N:35]=2)=[CH:24][CH:23]=1)[CH2:16][CH2:17][CH2:18][CH3:19].[I-].[K+].C(N(CC)CC)C. (2) Reactant: Cl[C:2]([O:4][CH2:5][C:6]1[CH:11]=[CH:10][CH:9]=[CH:8][CH:7]=1)=[O:3].[NH:12]1[CH2:17][CH2:16][CH:15]([CH2:18][CH2:19][S:20]([C:23]2[CH:30]=[CH:29][C:26]([C:27]#[N:28])=[CH:25][CH:24]=2)(=[O:22])=[O:21])[CH2:14][CH2:13]1.C(N(CC)CC)C. Product: [C:27]([C:26]1[CH:29]=[CH:30][C:23]([S:20]([CH2:19][CH2:18][CH:15]2[CH2:16][CH2:17][N:12]([C:2]([O:4][CH2:5][C:6]3[CH:11]=[CH:10][CH:9]=[CH:8][CH:7]=3)=[O:3])[CH2:13][CH2:14]2)(=[O:21])=[O:22])=[CH:24][CH:25]=1)#[N:28]. The catalyst class is: 4.